This data is from Full USPTO retrosynthesis dataset with 1.9M reactions from patents (1976-2016). The task is: Predict the reactants needed to synthesize the given product. (1) Given the product [CH3:1][C:2]1[C:6]([C:7]2[CH:8]=[C:9]3[C:13](=[CH:14][CH:15]=2)[NH:12][C:11](=[O:16])[C:10]3([CH2:25][CH2:26][CH2:27][OH:28])[C:17]2[CH:18]=[CH:19][CH:20]=[CH:21][CH:22]=2)=[C:5]([CH3:23])[O:4][N:3]=1, predict the reactants needed to synthesize it. The reactants are: [CH3:1][C:2]1[C:6]([C:7]2[CH:8]=[C:9]3[C:13](=[CH:14][CH:15]=2)[NH:12][C:11](=[O:16])[CH:10]3[C:17]2[CH:22]=[CH:21][CH:20]=[CH:19][CH:18]=2)=[C:5]([CH3:23])[O:4][N:3]=1.Br[CH2:25][CH2:26][CH2:27][OH:28].[I-].[K+].C(=O)([O-])[O-].[K+].[K+]. (2) Given the product [Cl:1][C:2]1[CH:3]=[CH:4][C:5]2[N:11]3[C:37]([C:36]([F:47])([F:46])[F:35])=[N:29][N:30]=[C:10]3[C@@H:9]([CH2:13][C:14]([O:16][CH2:17][CH3:18])=[O:15])[O:8][C@H:7]([C:19]3[C:20]([O:25][CH3:26])=[N:21][CH:22]=[CH:23][CH:24]=3)[C:6]=2[CH:27]=1, predict the reactants needed to synthesize it. The reactants are: [Cl:1][C:2]1[CH:3]=[CH:4][C:5]2[NH:11][C:10](=S)[C@@H:9]([CH2:13][C:14]([O:16][CH2:17][CH3:18])=[O:15])[O:8][C@H:7]([C:19]3[C:20]([O:25][CH3:26])=[N:21][CH:22]=[CH:23][CH:24]=3)[C:6]=2[CH:27]=1.O.[NH2:29][NH2:30].ClC(Cl)C.[F:35][C:36]([F:47])([F:46])[C:37](O[C:37](=O)[C:36]([F:47])([F:46])[F:35])=O. (3) Given the product [CH2:1]([N:8]1[CH2:12][C@@H:11]2[C@@H:13]([NH:16][C:24](=[O:25])[C@H:23]([C:17]3[CH:22]=[CH:21][CH:20]=[CH:19][CH:18]=3)[CH3:27])[CH2:14][CH2:15][C@@H:10]2[CH2:9]1)[C:2]1[CH:3]=[CH:4][CH:5]=[CH:6][CH:7]=1, predict the reactants needed to synthesize it. The reactants are: [CH2:1]([N:8]1[CH2:12][C@H:11]2[C@H:13]([NH2:16])[CH2:14][CH2:15][C@H:10]2[CH2:9]1)[C:2]1[CH:7]=[CH:6][CH:5]=[CH:4][CH:3]=1.[C:17]1([C@H:23]([CH2:27]C)[C:24](O)=[O:25])[CH:22]=[CH:21][CH:20]=[CH:19][CH:18]=1. (4) Given the product [CH3:10][O:9][C:6]1[CH:7]=[CH:8][C:3]([CH2:2][C:17]#[N:18])=[C:4]([N+:11]([O-:13])=[O:12])[CH:5]=1, predict the reactants needed to synthesize it. The reactants are: Br[CH2:2][C:3]1[CH:8]=[CH:7][C:6]([O:9][CH3:10])=[CH:5][C:4]=1[N+:11]([O-:13])=[O:12].CCO.[C-:17]#[N:18].[K+]. (5) Given the product [OH:2][C:3]1[CH:4]=[C:5]2[C:9](=[CH:10][CH:11]=1)[C:8](=[O:12])[O:7][C:6]2([CH3:14])[CH3:13], predict the reactants needed to synthesize it. The reactants are: C[O:2][C:3]1[CH:4]=[C:5]2[C:9](=[CH:10][CH:11]=1)[C:8](=[O:12])[O:7][C:6]2([CH3:14])[CH3:13].B(Br)(Br)Br.ClCCl. (6) Given the product [CH:2]1([CH2:5][O:6][C:7]2[CH:12]=[C:11]([F:13])[C:10]([O:14][CH3:15])=[CH:9][C:8]=2[C:16]2[CH:21]=[CH:20][N:19]=[C:18]3[C:22]([C:26]([NH:28][C@H:29]4[C@H:33]([OH:34])[CH2:32][N:31]([C:38](=[O:39])[CH2:37][O:36][CH3:35])[CH2:30]4)=[O:27])=[C:23]([CH3:25])[NH:24][C:17]=23)[CH2:4][CH2:3]1, predict the reactants needed to synthesize it. The reactants are: Cl.[CH:2]1([CH2:5][O:6][C:7]2[CH:12]=[C:11]([F:13])[C:10]([O:14][CH3:15])=[CH:9][C:8]=2[C:16]2[CH:21]=[CH:20][N:19]=[C:18]3[C:22]([C:26]([NH:28][C@H:29]4[C@H:33]([OH:34])[CH2:32][NH:31][CH2:30]4)=[O:27])=[C:23]([CH3:25])[NH:24][C:17]=23)[CH2:4][CH2:3]1.[CH3:35][O:36][CH2:37][C:38](Cl)=[O:39].